Dataset: Catalyst prediction with 721,799 reactions and 888 catalyst types from USPTO. Task: Predict which catalyst facilitates the given reaction. (1) Reactant: P(Cl)(Cl)(Cl)=O.[C:6](O)(=O)[C:7]1[CH:12]=[CH:11][CH:10]=[CH:9][CH:8]=1.[NH2:15][NH:16][C:17](N)=[S:18].N(OC(C)(C)C)=O.NC(N)=[S:29]. Product: [C:7]1([C:6]2[S:29][C:17]([SH:18])=[N:16][N:15]=2)[CH:12]=[CH:11][CH:10]=[CH:9][CH:8]=1. The catalyst class is: 662. (2) Reactant: [CH:1]1([N:6]2[CH2:11][CH2:10][N:9]([C:12]([C:14]3[CH:15]=[C:16]4[C:20](=[CH:21][CH:22]=3)[NH:19][C:18]([C:23]([N:25]3[CH2:30][CH2:29][O:28][CH2:27][CH2:26]3)=[O:24])=[CH:17]4)=[O:13])[CH2:8][CH2:7]2)[CH2:5][CH2:4][CH2:3][CH2:2]1.[H-].[Na+].[CH:33]1([CH2:36]Br)[CH2:35][CH2:34]1. Product: [CH:1]1([N:6]2[CH2:7][CH2:8][N:9]([C:12]([C:14]3[CH:15]=[C:16]4[C:20](=[CH:21][CH:22]=3)[N:19]([CH2:36][CH:33]3[CH2:35][CH2:34]3)[C:18]([C:23]([N:25]3[CH2:26][CH2:27][O:28][CH2:29][CH2:30]3)=[O:24])=[CH:17]4)=[O:13])[CH2:10][CH2:11]2)[CH2:5][CH2:4][CH2:3][CH2:2]1. The catalyst class is: 9.